Dataset: Experimentally validated miRNA-target interactions with 360,000+ pairs, plus equal number of negative samples. Task: Binary Classification. Given a miRNA mature sequence and a target amino acid sequence, predict their likelihood of interaction. The miRNA is rno-miR-328a-3p with sequence CUGGCCCUCUCUGCCCUUCCGU. The protein sequence of the target gene is MASSEAEWVTIANNLLFKCHIHLRIHELQDCDANVFIALYQSILGEKVPDLIVLPRNQEDEAHNVQAVIDSLALDYLQVSLSHITGENIVKGDNESIRNLLEIFDGLLDYLTEHISESSPNKSETEQYSKDSHGEEAGEDLERTEEAKWRNASFMRCSFSSDTLGPTWDEDEAESTGEIIRLGDTAHTFSQRSNGAQNSKDLRSRKASASPGVEPPEEMLNPGPLGFLSQNGPPCEAASETPPMSMVPSARKLGEPIRAAIPLHPPYHPSEPRAPCPIGKEYLWSSRYLSTPTSGEHMAP.... Result: 0 (no interaction).